This data is from Full USPTO retrosynthesis dataset with 1.9M reactions from patents (1976-2016). The task is: Predict the reactants needed to synthesize the given product. Given the product [CH3:17][S:16][C:11]1[CH:12]=[CH:13][CH:14]=[CH:15][C:10]=1[CH2:8][C:3]1[CH:4]=[CH:5][CH:6]=[CH:7][C:2]=1[OH:1], predict the reactants needed to synthesize it. The reactants are: [OH:1][C:2]1[CH:7]=[CH:6][CH:5]=[CH:4][C:3]=1[C:8]([C:10]1[CH:15]=[CH:14][CH:13]=[CH:12][C:11]=1[S:16][CH3:17])=O.C([SiH](CC)CC)C.C(O)(C(F)(F)F)=O.O.